Regression. Given two drug SMILES strings and cell line genomic features, predict the synergy score measuring deviation from expected non-interaction effect. From a dataset of NCI-60 drug combinations with 297,098 pairs across 59 cell lines. Drug 1: CC1=C2C(C(=O)C3(C(CC4C(C3C(C(C2(C)C)(CC1OC(=O)C(C(C5=CC=CC=C5)NC(=O)OC(C)(C)C)O)O)OC(=O)C6=CC=CC=C6)(CO4)OC(=O)C)O)C)O. Drug 2: C1=NC2=C(N1)C(=S)N=CN2. Cell line: SF-268. Synergy scores: CSS=37.1, Synergy_ZIP=-5.40, Synergy_Bliss=-7.22, Synergy_Loewe=-11.2, Synergy_HSA=-6.07.